This data is from Full USPTO retrosynthesis dataset with 1.9M reactions from patents (1976-2016). The task is: Predict the reactants needed to synthesize the given product. (1) Given the product [CH3:1][O:2][C:3](=[O:16])[C:4]1[CH:9]=[C:8]([C:28]#[C:27][CH2:26][O:25][CH3:24])[C:7]([C:11]([F:14])([F:13])[F:12])=[CH:6][C:5]=1[NH2:15], predict the reactants needed to synthesize it. The reactants are: [CH3:1][O:2][C:3](=[O:16])[C:4]1[CH:9]=[C:8](I)[C:7]([C:11]([F:14])([F:13])[F:12])=[CH:6][C:5]=1[NH2:15].CCN(CC)CC.[CH3:24][O:25][CH2:26][C:27]#[CH:28]. (2) Given the product [CH:20]1([CH2:19][NH:18][C:9]2[CH:10]=[C:11]([C:14]([F:17])([F:16])[F:15])[CH:12]=[CH:13][C:8]=2[C:4]2[N:5]=[CH:6][N:7]=[C:2]([NH:26][C:27]3[CH:28]=[CH:29][CH:30]=[C:31]4[C:35]=3[CH:34]([OH:36])[CH2:33][CH2:32]4)[CH:3]=2)[CH2:25][CH2:24][CH2:23][CH2:22][CH2:21]1, predict the reactants needed to synthesize it. The reactants are: Cl[C:2]1[N:7]=[CH:6][N:5]=[C:4]([C:8]2[CH:13]=[CH:12][C:11]([C:14]([F:17])([F:16])[F:15])=[CH:10][C:9]=2[NH:18][CH2:19][CH:20]2[CH2:25][CH2:24][CH2:23][CH2:22][CH2:21]2)[CH:3]=1.[NH2:26][C:27]1[CH:28]=[CH:29][CH:30]=[C:31]2[C:35]=1[CH:34]([OH:36])[CH2:33][CH2:32]2.